From a dataset of NCI-60 drug combinations with 297,098 pairs across 59 cell lines. Regression. Given two drug SMILES strings and cell line genomic features, predict the synergy score measuring deviation from expected non-interaction effect. (1) Drug 1: CC1CCCC2(C(O2)CC(NC(=O)CC(C(C(=O)C(C1O)C)(C)C)O)C(=CC3=CSC(=N3)C)C)C. Drug 2: CC1C(C(CC(O1)OC2CC(CC3=C2C(=C4C(=C3O)C(=O)C5=C(C4=O)C(=CC=C5)OC)O)(C(=O)CO)O)N)O.Cl. Cell line: MOLT-4. Synergy scores: CSS=44.4, Synergy_ZIP=3.53, Synergy_Bliss=1.63, Synergy_Loewe=-1.46, Synergy_HSA=-1.53. (2) Drug 1: C1=C(C(=O)NC(=O)N1)F. Drug 2: CC1=C(C(=CC=C1)Cl)NC(=O)C2=CN=C(S2)NC3=CC(=NC(=N3)C)N4CCN(CC4)CCO. Cell line: ACHN. Synergy scores: CSS=53.8, Synergy_ZIP=-1.12, Synergy_Bliss=-2.10, Synergy_Loewe=0.584, Synergy_HSA=2.99. (3) Drug 2: C1=CC(=CC=C1CC(C(=O)O)N)N(CCCl)CCCl.Cl. Cell line: MALME-3M. Synergy scores: CSS=22.2, Synergy_ZIP=2.58, Synergy_Bliss=8.22, Synergy_Loewe=5.39, Synergy_HSA=7.65. Drug 1: CC(CN1CC(=O)NC(=O)C1)N2CC(=O)NC(=O)C2. (4) Drug 1: CC1=CC=C(C=C1)C2=CC(=NN2C3=CC=C(C=C3)S(=O)(=O)N)C(F)(F)F. Drug 2: CN1C(=O)N2C=NC(=C2N=N1)C(=O)N. Cell line: SNB-75. Synergy scores: CSS=0.302, Synergy_ZIP=0.128, Synergy_Bliss=1.47, Synergy_Loewe=-2.29, Synergy_HSA=-0.650. (5) Drug 2: C1C(C(OC1N2C=NC(=NC2=O)N)CO)O. Synergy scores: CSS=16.7, Synergy_ZIP=-7.89, Synergy_Bliss=0.265, Synergy_Loewe=0.0415, Synergy_HSA=1.45. Drug 1: CC(CN1CC(=O)NC(=O)C1)N2CC(=O)NC(=O)C2. Cell line: DU-145. (6) Drug 1: C1=CC(=CC=C1CC(C(=O)O)N)N(CCCl)CCCl.Cl. Drug 2: CC1C(C(CC(O1)OC2CC(CC3=C2C(=C4C(=C3O)C(=O)C5=CC=CC=C5C4=O)O)(C(=O)C)O)N)O. Cell line: MALME-3M. Synergy scores: CSS=51.8, Synergy_ZIP=-2.61, Synergy_Bliss=0.973, Synergy_Loewe=-23.0, Synergy_HSA=0.903. (7) Drug 1: COC1=NC(=NC2=C1N=CN2C3C(C(C(O3)CO)O)O)N. Drug 2: CN(CCCl)CCCl.Cl. Cell line: SK-MEL-5. Synergy scores: CSS=8.80, Synergy_ZIP=-4.93, Synergy_Bliss=1.10, Synergy_Loewe=-17.3, Synergy_HSA=1.08. (8) Cell line: DU-145. Drug 2: C1=CC(=C2C(=C1NCCNCCO)C(=O)C3=C(C=CC(=C3C2=O)O)O)NCCNCCO. Drug 1: COC1=C(C=C2C(=C1)N=CN=C2NC3=CC(=C(C=C3)F)Cl)OCCCN4CCOCC4. Synergy scores: CSS=75.2, Synergy_ZIP=4.70, Synergy_Bliss=4.12, Synergy_Loewe=3.81, Synergy_HSA=9.68. (9) Drug 1: CCCS(=O)(=O)NC1=C(C(=C(C=C1)F)C(=O)C2=CNC3=C2C=C(C=N3)C4=CC=C(C=C4)Cl)F. Drug 2: CC12CCC(CC1=CCC3C2CCC4(C3CC=C4C5=CN=CC=C5)C)O. Cell line: MOLT-4. Synergy scores: CSS=14.1, Synergy_ZIP=9.00, Synergy_Bliss=15.6, Synergy_Loewe=12.4, Synergy_HSA=12.5. (10) Cell line: CAKI-1. Drug 1: C1CN1P(=S)(N2CC2)N3CC3. Drug 2: C1CNP(=O)(OC1)N(CCCl)CCCl. Synergy scores: CSS=15.9, Synergy_ZIP=0.140, Synergy_Bliss=2.40, Synergy_Loewe=-11.1, Synergy_HSA=-0.795.